Task: Predict the reactants needed to synthesize the given product.. Dataset: Full USPTO retrosynthesis dataset with 1.9M reactions from patents (1976-2016) (1) Given the product [CH3:1][O:2][C:3]1[CH:4]=[C:5]([CH:8]=[C:9]([C:11]2[C:19]3[C:18]([NH:20][C@H:21]([C:23]4[N:28]([C:29]5[CH:34]=[CH:33][CH:32]=[CH:31][CH:30]=5)[C:27](=[O:35])[C:26]5=[C:36]([CH3:39])[CH:37]=[CH:38][N:25]5[N:24]=4)[CH3:22])=[N:17][CH:16]=[N:15][C:14]=3[NH:13][CH:12]=2)[CH:10]=1)[C:6]#[N:7], predict the reactants needed to synthesize it. The reactants are: [CH3:1][O:2][C:3]1[CH:4]=[C:5]([CH:8]=[C:9]([C:11]2[C:19]3[C:18]([NH:20][C@H:21]([C:23]4[N:28]([C:29]5[CH:34]=[CH:33][CH:32]=[CH:31][CH:30]=5)[C:27](=[O:35])[C:26]5=[C:36]([CH3:39])[CH:37]=[CH:38][N:25]5[N:24]=4)[CH3:22])=[N:17][CH:16]=[N:15][C:14]=3[N:13](COCC[Si](C)(C)C)[CH:12]=2)[CH:10]=1)[C:6]#[N:7].FC(F)(F)C(O)=O.N. (2) Given the product [CH:1]1([C:4]2[NH:25][C:7]3[N:8]=[N:9][C:10]([CH2:12][CH2:13][CH2:14][CH2:15][N:16]4[CH:20]=[C:19]([C:21]([OH:23])=[O:22])[N:18]=[N:17]4)=[CH:11][C:6]=3[C:5]=2[CH3:35])[CH2:3][CH2:2]1, predict the reactants needed to synthesize it. The reactants are: [CH:1]1([C:4]2[N:25](S(C3C=CC=CC=3)(=O)=O)[C:7]3[N:8]=[N:9][C:10]([CH2:12][CH2:13][CH2:14][CH2:15][N:16]4[CH:20]=[C:19]([C:21]([O:23]C)=[O:22])[N:18]=[N:17]4)=[CH:11][C:6]=3[C:5]=2[CH3:35])[CH2:3][CH2:2]1.[Li+].[OH-]. (3) Given the product [C:1]([O:5][C:6](=[O:16])[NH:7][CH:8]1[CH2:13][CH:12]([O:14][Si:21]([C:17]([CH3:20])([CH3:19])[CH3:18])([CH3:24])[CH3:23])[CH2:11][NH:10][C:9]1=[O:15])([CH3:4])([CH3:2])[CH3:3], predict the reactants needed to synthesize it. The reactants are: [C:1]([O:5][C:6](=[O:16])[NH:7][CH:8]1[CH2:13][CH:12]([OH:14])[CH2:11][NH:10][C:9]1=[O:15])([CH3:4])([CH3:3])[CH3:2].[C:17]([Si:21]([CH3:24])([CH3:23])Cl)([CH3:20])([CH3:19])[CH3:18].N1C=CN=C1. (4) Given the product [NH2:2][CH2:1][C:3]1[N:8]=[C:7]([CH3:9])[N:6]=[C:5]([O:10][C:11]2[CH:12]=[CH:13][C:14]([CH2:17][S:18]([NH:21][CH3:22])(=[O:20])=[O:19])=[CH:15][CH:16]=2)[CH:4]=1, predict the reactants needed to synthesize it. The reactants are: [C:1]([C:3]1[N:8]=[C:7]([CH3:9])[N:6]=[C:5]([O:10][C:11]2[CH:16]=[CH:15][C:14]([CH2:17][S:18]([NH:21][CH3:22])(=[O:20])=[O:19])=[CH:13][CH:12]=2)[CH:4]=1)#[N:2].CCO.CCOC(C)=O.[H][H].